From a dataset of Full USPTO retrosynthesis dataset with 1.9M reactions from patents (1976-2016). Predict the reactants needed to synthesize the given product. (1) Given the product [OH:29][C@@H:23]1[C@H:2]2[N:1]([C:6]([O:8][C:9]3([CH2:13][C:14]4[CH:19]=[CH:18][CH:17]=[CH:16][CH:15]=4)[CH2:12][CH2:11][CH2:10]3)=[O:7])[CH2:5][CH2:4][C@H:28]2[O:21][CH2:22]1, predict the reactants needed to synthesize it. The reactants are: [N:1]1([C:6]([O:8][C:9]2([CH2:13][C:14]3[CH:19]=[CH:18][CH:17]=[CH:16][CH:15]=3)[CH2:12][CH2:11][CH2:10]2)=[O:7])[CH:5]=[CH:4]N=[CH:2]1.Cl.[O:21]1[C@H:28]2[C@H](NCC2)[C@@H:23]([OH:29])[CH2:22]1.C(N(CC)CC)C. (2) Given the product [NH:1]1[C:9]2[C:4](=[CH:5][CH:6]=[C:7](/[CH:10]=[CH:16]/[C:14]([O:13][CH3:12])=[O:15])[CH:8]=2)[CH:3]=[CH:2]1, predict the reactants needed to synthesize it. The reactants are: [NH:1]1[C:9]2[C:4](=[CH:5][CH:6]=[C:7]([CH:10]=O)[CH:8]=2)[CH:3]=[CH:2]1.[CH3:12][O:13][C:14]([CH:16]=P(C1C=CC=CC=1)(C1C=CC=CC=1)C1C=CC=CC=1)=[O:15]. (3) Given the product [CH3:24][C:23]1[CH:22]=[C:21]([CH3:25])[NH:20][C:19](=[O:26])[C:18]=1[CH2:17][NH:16][C:14]([C:4]1[C:5]2[CH:10]=[N:9][N:8]([CH:11]([CH3:13])[CH3:12])[C:6]=2[N:7]=[C:2]([NH:27][C:28]2[CH:37]=[CH:36][C:31]3[NH:32][C:33](=[O:35])[NH:34][C:30]=3[CH:29]=2)[CH:3]=1)=[O:15], predict the reactants needed to synthesize it. The reactants are: Cl[C:2]1[CH:3]=[C:4]([C:14]([NH:16][CH2:17][C:18]2[C:19](=[O:26])[NH:20][C:21]([CH3:25])=[CH:22][C:23]=2[CH3:24])=[O:15])[C:5]2[CH:10]=[N:9][N:8]([CH:11]([CH3:13])[CH3:12])[C:6]=2[N:7]=1.[NH2:27][C:28]1[CH:37]=[CH:36][C:31]2[NH:32][C:33](=[O:35])[NH:34][C:30]=2[CH:29]=1.C(=O)([O-])[O-].[Cs+].[Cs+].CC1(C)C2C(=C(P(C3C=CC=CC=3)C3C=CC=CC=3)C=CC=2)OC2C(P(C3C=CC=CC=3)C3C=CC=CC=3)=CC=CC1=2.